Predict the reactants needed to synthesize the given product. From a dataset of Full USPTO retrosynthesis dataset with 1.9M reactions from patents (1976-2016). (1) Given the product [CH2:21]([S:13][CH2:12][C@@H:11]([C:14]([NH:16][CH2:17][C:18]([OH:20])=[O:19])=[O:15])[NH:10][C:8](=[O:9])[CH2:7][CH2:6][C@@H:2]([C:3]([OH:5])=[O:4])[NH2:1])[CH:22]=[CH:23][CH2:24][CH2:25][CH2:26][CH2:27][CH2:28][CH2:29][CH2:30][CH2:31][CH2:32][CH3:33], predict the reactants needed to synthesize it. The reactants are: [NH2:1][C@@H:2]([CH2:6][CH2:7][C:8]([NH:10][C@H:11]([C:14]([NH:16][CH2:17][C:18]([OH:20])=[O:19])=[O:15])[CH2:12][SH:13])=[O:9])[C:3]([OH:5])=[O:4].[CH2:21]=[CH:22][CH:23](SSC1C=CC=CN=1)[CH2:24][CH2:25][CH2:26][CH2:27][CH2:28][CH2:29][CH2:30][CH2:31][CH2:32][CH3:33].C1C=CC(P(C2C=CC=CC=2)C2C=CC=CC=2)=CC=1. (2) Given the product [C:1]([O:4][CH2:5][C:6]1[N:7]([C:8]2[CH:13]=[CH:12][C:11]([C:14]([F:17])([F:16])[F:15])=[CH:10][N:9]=2)[N:44]=[N:43][N:42]=1)(=[O:3])[CH3:2], predict the reactants needed to synthesize it. The reactants are: [C:1]([O:4][CH2:5][C:6](=O)[NH:7][C:8]1[CH:13]=[CH:12][C:11]([C:14]([F:17])([F:16])[F:15])=[CH:10][N:9]=1)(=[O:3])[CH3:2].C1(P(C2C=CC=CC=2)C2C=CC=CC=2)C=CC=CC=1.C[Si]([N:42]=[N+:43]=[N-:44])(C)C. (3) Given the product [CH3:41][O:40][C:38]1[CH:37]=[C:33]([CH:32]=[C:31]([O:30][CH3:29])[CH:39]=1)[C:34]([N:8]1[C:16]2[C:11](=[CH:12][CH:13]=[CH:14][C:15]=2[CH2:17][CH2:18][C:19]2[CH:28]=[CH:27][C:22]([C:23]([O:25][CH3:26])=[O:24])=[CH:21][CH:20]=2)[CH2:10][CH2:9]1)=[O:35], predict the reactants needed to synthesize it. The reactants are: C(N(CC)CC)C.[NH:8]1[C:16]2[C:11](=[CH:12][CH:13]=[CH:14][C:15]=2[CH2:17][CH2:18][C:19]2[CH:28]=[CH:27][C:22]([C:23]([O:25][CH3:26])=[O:24])=[CH:21][CH:20]=2)[CH2:10][CH2:9]1.[CH3:29][O:30][C:31]1[CH:32]=[C:33]([CH:37]=[C:38]([O:40][CH3:41])[CH:39]=1)[C:34](Cl)=[O:35].Cl. (4) Given the product [OH:1][C:2]1([CH:8]([C:12]2[CH:17]=[CH:16][CH:15]=[C:14]([O:18][C:19]3[CH:20]=[CH:21][CH:22]=[CH:23][CH:24]=3)[CH:13]=2)[C:9]([N:36]2[CH2:35][CH2:34][CH:33]([NH:32][C:30](=[O:31])[O:29][C:26]([CH3:25])([CH3:27])[CH3:28])[CH2:38][CH2:37]2)=[O:10])[CH2:7][CH2:6][CH2:5][CH2:4][CH2:3]1, predict the reactants needed to synthesize it. The reactants are: [OH:1][C:2]1([CH:8]([C:12]2[CH:17]=[CH:16][CH:15]=[C:14]([O:18][C:19]3[CH:24]=[CH:23][CH:22]=[CH:21][CH:20]=3)[CH:13]=2)[C:9](O)=[O:10])[CH2:7][CH2:6][CH2:5][CH2:4][CH2:3]1.[CH3:25][C:26]([O:29][C:30]([NH:32][CH:33]1[CH2:38][CH2:37][NH:36][CH2:35][CH2:34]1)=[O:31])([CH3:28])[CH3:27]. (5) Given the product [CH3:12][N:13]([C@@H:14]([C:16]1[CH:21]=[CH:20][CH:19]=[CH:18][CH:17]=1)[CH3:15])[C:2]1[CH:3]=[CH:4][C:5]2[N:6]([C:8]([CH3:11])=[N:9][N:10]=2)[N:7]=1, predict the reactants needed to synthesize it. The reactants are: Cl[C:2]1[CH:3]=[CH:4][C:5]2[N:6]([C:8]([CH3:11])=[N:9][N:10]=2)[N:7]=1.[CH3:12][NH:13][C@H:14]([C:16]1[CH:21]=[CH:20][CH:19]=[CH:18][CH:17]=1)[CH3:15]. (6) Given the product [F:1][C:2]1[CH:3]=[CH:4][C:5]([C:8]2[O:9][C:10]3[CH:20]=[C:19]([CH2:21][C:22]([O:24][CH3:25])=[O:23])[C:18]([C:26]4[CH:27]=[C:28]([CH:36]=[CH:37][CH:38]=4)[C:29]([OH:31])=[O:30])=[CH:17][C:11]=3[C:12]=2[C:13](=[O:16])[NH:14][CH3:15])=[CH:6][CH:7]=1, predict the reactants needed to synthesize it. The reactants are: [F:1][C:2]1[CH:7]=[CH:6][C:5]([C:8]2[O:9][C:10]3[CH:20]=[C:19]([CH2:21][C:22]([O:24][CH3:25])=[O:23])[C:18]([C:26]4[CH:27]=[C:28]([CH:36]=[CH:37][CH:38]=4)[C:29]([O:31]C(C)(C)C)=[O:30])=[CH:17][C:11]=3[C:12]=2[C:13](=[O:16])[NH:14][CH3:15])=[CH:4][CH:3]=1.C(O)(C(F)(F)F)=O.